Dataset: Peptide-MHC class II binding affinity with 134,281 pairs from IEDB. Task: Regression. Given a peptide amino acid sequence and an MHC pseudo amino acid sequence, predict their binding affinity value. This is MHC class II binding data. (1) The peptide sequence is IEAAASAIQGNVTSI. The MHC is DRB5_0101 with pseudo-sequence DRB5_0101. The binding affinity (normalized) is 0.127. (2) The peptide sequence is AMEVASQARQMVQAM. The MHC is DRB1_1101 with pseudo-sequence DRB1_1101. The binding affinity (normalized) is 0.330.